Dataset: Reaction yield outcomes from USPTO patents with 853,638 reactions. Task: Predict the reaction yield, written as a fraction of the theoretical maximum amount of product (1.0 means a 100% yield; for example, 0.34 means a 34% yield). The reactants are [Br:1][C:2]1[N:7]=[C:6]([C@:8]([NH:19][S@@:20]([C:22]([CH3:25])([CH3:24])[CH3:23])=[O:21])([CH2:17][F:18])[CH2:9][C:10](OC(C)(C)C)=[O:11])[C:5]([F:26])=[CH:4][CH:3]=1.CC(C[AlH]CC(C)C)C. The catalyst is C(Cl)Cl. The product is [Br:1][C:2]1[N:7]=[C:6]([C@@:8]([NH:19][S@@:20]([C:22]([CH3:24])([CH3:23])[CH3:25])=[O:21])([CH2:9][CH:10]=[O:11])[CH2:17][F:18])[C:5]([F:26])=[CH:4][CH:3]=1. The yield is 0.678.